Dataset: CYP3A4 inhibition data for predicting drug metabolism from PubChem BioAssay. Task: Regression/Classification. Given a drug SMILES string, predict its absorption, distribution, metabolism, or excretion properties. Task type varies by dataset: regression for continuous measurements (e.g., permeability, clearance, half-life) or binary classification for categorical outcomes (e.g., BBB penetration, CYP inhibition). Dataset: cyp3a4_veith. (1) The drug is CC(C)NC(=O)C1CC(=O)N(c2ccc(F)c(Cl)c2)C1. The result is 0 (non-inhibitor). (2) The drug is O=c1cc(N=Nc2ccc(O)cc2)[nH]c(=O)[nH]1. The result is 0 (non-inhibitor). (3) The compound is O=C(CSc1nnc(-c2ccco2)n1-c1ccccc1)NCc1ccco1. The result is 1 (inhibitor). (4) The compound is C=CCOc1ccc(CNC(C)(C)CO)cc1OCC.Cl. The result is 0 (non-inhibitor). (5) The drug is CNC(=O)[C@@H]1C[C@H]1[C@@H](NP(=O)(c1ccccc1)c1ccccc1)c1ccccc1. The result is 1 (inhibitor). (6) The compound is Clc1ccc(Sc2ccc(/C=N/n3cnnc3)o2)cc1. The result is 1 (inhibitor). (7) The compound is CC(C)=CC(=O)OCC(=O)Nc1ncc(Cl)c(C)c1Cl. The result is 0 (non-inhibitor). (8) The compound is Cc1ccc(C(=O)O)cc1N1C(=O)c2cccc3cc(Br)cc(c23)C1=O. The result is 0 (non-inhibitor). (9) The compound is CC(=O)Nc1ccc(NC(=O)Cn2c(-c3ccc(F)cc3)cnc2SCC(=O)Nc2c(C)cccc2C)cc1. The result is 1 (inhibitor). (10) The compound is O=C(Nc1cccc(F)c1)N1CC2(CCN(S(=O)(=O)c3ccccc3)CC2)C1. The result is 0 (non-inhibitor).